This data is from Experimentally validated miRNA-target interactions with 360,000+ pairs, plus equal number of negative samples. The task is: Binary Classification. Given a miRNA mature sequence and a target amino acid sequence, predict their likelihood of interaction. (1) The miRNA is hsa-miR-3609 with sequence CAAAGUGAUGAGUAAUACUGGCUG. The protein sequence of the target gene is MLSSIKCVLVGDSAVGKTSLLVRFTSETFPEAYKPTVYENTGVDVFMDGIQISLGLWDTAGNDAFRSIRPLSYQQADVVLMCYSVANHNSFLNLKNKWIGEIRSNLPCTPVLVVATQTDQREMGPHRASCVNAMEGKKLAQDVRAKGYLECSALSNRGVQQVFECAVRTAVNQARRRNRRRLFSINECKIF. Result: 1 (interaction). (2) The miRNA is hsa-miR-30c-5p with sequence UGUAAACAUCCUACACUCUCAGC. The protein sequence of the target gene is MPLPPRSLQVLLLLLLLLLLLPGMWAEAGLPRAGGGSQPPFRTFSASDWGLTHLVVHEQTGEVYVGAVNRIYKLSGNLTLLRAHVTGPVEDNEKCYPPPSVQSCPHGLGSTDNVNKLLLLDYAANRLLACGSASQGICQFLRLDDLFKLGEPHHRKEHYLSSVQEAGSMAGVLIAGPPGQGQAKLFVGTPIDGKSEYFPTLSSRRLMANEEDADMFGFVYQDEFVSSQLKIPSDTLSKFPAFDIYYVYSFRSEQFVYYLTLQLDTQLTSPDAAGEHFFTSKIVRLCVDDPKFYSYVEFPI.... Result: 1 (interaction). (3) The miRNA is hsa-miR-4649-5p with sequence UGGGCGAGGGGUGGGCUCUCAGAG. The protein sequence of the target gene is MVLPPPDRRHVCLTTLVIMGSMAVMDAYLVEQNQGPRKIGVCIIVLVGDVCFLLVLRYVAVWVGAEVRTAKRGYAMILWFLYIFVLEIKLYFIFQNYKAARRGAADPVARKALTLLLSVCVPGLFLLLVALDRMEYVRTFRKREDLRGRLFWVALDLLDLLDMQASLWEPPRSGLPLWAEGLTFFYCYMLLLVLPCVALSEVSMQGEHIAPQKMMLYPVLSLATVNVVAVLARAANMALFRDSRVSAIFVGKNVVALATKACTFLEYRRQVRDFPPPALSLELQPPPPQRNSVPPPPPPL.... Result: 0 (no interaction). (4) The miRNA is hsa-miR-1909-3p with sequence CGCAGGGGCCGGGUGCUCACCG. The protein sequence of the target gene is MDMTDGCQFSPSEYFYEGSCIPSPEDEFGDQFEPRVAAFGAHKAELQGSDDEEHVRAPTGHHQAGHCLMWACKACKRKSTTMDRRKAATMRERRRLKKVNQAFETLKRCTTTNPNQRLPKVEILRNAIRYIESLQELLREQVENYYSLPGQSCSEPTSPTSNCSDGMPECNSPVWSRKNSSFDSIYCPDVSNACAADKSSVSSLDCLSSIVDRITSTEPSELALQDTASLSPATSANSQPATPGPSSSRLIYHVL. Result: 0 (no interaction). (5) The miRNA is mmu-miR-2139 with sequence AGCUGCGCUGCUCCUGGUAACUGC. The protein sequence of the target gene is MAKRPRTSEEDDDFQYADHDYEISQQRSLKKICNRVKWTRDEDEKLKKLVEQNGTDDWAFIASHLQNRSDFQCQHRWQKVLNPELIKGPWTKEEDQRVIELVQKYGPKRWSLIAKHLKGRIGKQCRERWHNHLNPEVKKSSWTEAEDRVIYEAHKRLGNRWAEIAKLLPGRTDNSIKNHWNSTMRRKVEQEGYLQDGTKSSSERTGSSTLAQKPCVTMEHLHTQNQFYIPVQTHIPVYQYASPEDSCIEHASASANLVQQSFIDDDPDKEKKIKELELLLMSTENEIRRKRLSSQAGSLP.... Result: 0 (no interaction).